This data is from Reaction yield outcomes from USPTO patents with 853,638 reactions. The task is: Predict the reaction yield, written as a fraction of the theoretical maximum amount of product (1.0 means a 100% yield; for example, 0.34 means a 34% yield). (1) The reactants are C(NC(C)C)(C)C.C([Li])CCC.[N:13]1([C:23]([O:25][C:26]([CH3:29])([CH3:28])[CH3:27])=[O:24])[CH2:18][CH2:17][CH:16]([C:19]([O:21][CH3:22])=[O:20])[CH2:15][CH2:14]1.Br[CH2:31][C:32]1[CH:37]=[CH:36][C:35]([F:38])=[CH:34][CH:33]=1. The catalyst is O1CCCC1. The product is [F:38][C:35]1[CH:36]=[CH:37][C:32]([CH2:31][C:16]2([C:19]([O:21][CH3:22])=[O:20])[CH2:15][CH2:14][N:13]([C:23]([O:25][C:26]([CH3:29])([CH3:28])[CH3:27])=[O:24])[CH2:18][CH2:17]2)=[CH:33][CH:34]=1. The yield is 0.740. (2) The reactants are [CH3:1]CN(C(C)C)C(C)C.I[C:11]1[CH:19]=[CH:18][C:14]([C:15]([OH:17])=[O:16])=[CH:13][CH:12]=1.C1C=NC2N(O)N=NC=2C=1.[CH2:30]([Cl:33])[CH2:31]Cl.O[C@H](C)[C@H]([NH:41][C:42]([C:44]1[CH:49]=[CH:48][C:47](C(C2C=CC=CC=2)=O)=[CH:46][CH:45]=1)=O)C(OC)=O. The catalyst is CN(C=O)C.CCOC(C)=O.CCCCCC. The product is [CH3:1][O:17][C:15](=[O:16])[C:14]1[CH:18]=[CH:19][C:11]([C:48]#[C:47][C:46]#[C:45][C:44]2[CH:42]=[N:41][C:30]([Cl:33])=[CH:31][CH:49]=2)=[CH:12][CH:13]=1. The yield is 0.930. (3) The reactants are ClC(Cl)(Cl)[C:3]([C:5]1[N:14]2[C:8]([CH2:9][N:10]([C:19]([C:21]3[CH:26]=[CH:25][C:24]([C:27]4[CH:32]=[CH:31][CH:30]=[CH:29][C:28]=4[CH3:33])=[C:23]([O:34][CH3:35])[CH:22]=3)=[O:20])[C:11]3[CH:18]=[CH:17][CH:16]=[CH:15][C:12]=3[CH2:13]2)=[CH:7][CH:6]=1)=[O:4].[Cl:38][C:39]1[CH:46]=[CH:45][C:42]([CH2:43][NH2:44])=[CH:41][CH:40]=1. No catalyst specified. The product is [Cl:38][C:39]1[CH:46]=[CH:45][C:42]([CH2:43][NH:44][C:3]([C:5]2[N:14]3[C:8]([CH2:9][N:10]([C:19]([C:21]4[CH:26]=[CH:25][C:24]([C:27]5[CH:32]=[CH:31][CH:30]=[CH:29][C:28]=5[CH3:33])=[C:23]([O:34][CH3:35])[CH:22]=4)=[O:20])[C:11]4[CH:18]=[CH:17][CH:16]=[CH:15][C:12]=4[CH2:13]3)=[CH:7][CH:6]=2)=[O:4])=[CH:41][CH:40]=1. The yield is 0.860. (4) The reactants are Br[C:2]1[CH:7]=[C:6]([CH3:8])[C:5]([CH:9]([S:19][C:20]2[CH:21]=[N:22][C:23]([C:26]([F:29])([F:28])[F:27])=[CH:24][CH:25]=2)[C:10]2[C:15]([F:16])=[CH:14][CH:13]=[C:12]([F:17])[C:11]=2[F:18])=[CH:4][N:3]=1.C([Li])CCC.CN(C)[CH:37]=[O:38].[Cl-].[NH4+]. The catalyst is C1(C)C=CC=CC=1.O.ClCCl.CCCCCC. The product is [CH3:8][C:6]1[C:5]([CH:9]([S:19][C:20]2[CH:21]=[N:22][C:23]([C:26]([F:27])([F:29])[F:28])=[CH:24][CH:25]=2)[C:10]2[C:15]([F:16])=[CH:14][CH:13]=[C:12]([F:17])[C:11]=2[F:18])=[CH:4][N:3]=[C:2]([CH:37]=[O:38])[CH:7]=1. The yield is 0.590. (5) The reactants are [F:1][C:2]1[CH:7]=[CH:6][C:5]([NH:8][C:9]([C:11]2([C:14]([NH:16][C:17]3[CH:22]=[CH:21][C:20]([O:23][C:24]4[C:33]5[C:28](=[CH:29][C:30]([OH:36])=[C:31]([O:34][CH3:35])[CH:32]=5)[N:27]=[CH:26][N:25]=4)=[C:19]([F:37])[CH:18]=3)=[O:15])[CH2:13][CH2:12]2)=[O:10])=[CH:4][CH:3]=1.O[CH2:39][CH2:40][CH2:41][N:42]1[CH2:47][CH2:46][O:45][CH2:44][CH2:43]1.C1(P(C2C=CC=CC=2)C2C=CC=CC=2)C=CC=CC=1.N(C(OC(C)C)=O)=NC(OC(C)C)=O. The catalyst is ClCCl. The product is [F:37][C:19]1[CH:18]=[C:17]([NH:16][C:14]([C:11]2([C:9]([NH:8][C:5]3[CH:4]=[CH:3][C:2]([F:1])=[CH:7][CH:6]=3)=[O:10])[CH2:13][CH2:12]2)=[O:15])[CH:22]=[CH:21][C:20]=1[O:23][C:24]1[C:33]2[C:28](=[CH:29][C:30]([O:36][CH2:39][CH2:40][CH2:41][N:42]3[CH2:47][CH2:46][O:45][CH2:44][CH2:43]3)=[C:31]([O:34][CH3:35])[CH:32]=2)[N:27]=[CH:26][N:25]=1. The yield is 0.470. (6) The reactants are Br[C:2]1[CH:7]=[C:6]([F:8])[CH:5]=[C:4]([F:9])[CH:3]=1.[Mg].II.[C:13]([N:20]1[CH2:24][CH2:23][C:22](=[O:25])[CH2:21]1)([O:15][C:16]([CH3:19])([CH3:18])[CH3:17])=[O:14].[Cl-].[NH4+]. The catalyst is O1CCCC1. The product is [F:9][C:4]1[CH:3]=[C:2]([C:22]2([OH:25])[CH2:23][CH2:24][N:20]([C:13]([O:15][C:16]([CH3:18])([CH3:17])[CH3:19])=[O:14])[CH2:21]2)[CH:7]=[C:6]([F:8])[CH:5]=1. The yield is 0.300. (7) The catalyst is CC(C)=O. The reactants are [Br:1][C:2]1[CH:10]=[CH:9][C:5]2[CH:6]=[CH:7][S:8][C:4]=2[C:3]=1[OH:11].[C:12](=O)([O-])[O-].[K+].[K+].S(OC)(OC)(=O)=O. The product is [Br:1][C:2]1[CH:10]=[CH:9][C:5]2[CH:6]=[CH:7][S:8][C:4]=2[C:3]=1[O:11][CH3:12]. The yield is 0.840.